From a dataset of Forward reaction prediction with 1.9M reactions from USPTO patents (1976-2016). Predict the product of the given reaction. Given the reactants [C:1]([C:3]1[CH:4]=[CH:5][C:6]([O:12][CH2:13][C:14]2[CH:19]=[CH:18][CH:17]=[CH:16][CH:15]=2)=[C:7]([CH:11]=1)[C:8]([OH:10])=O)#[N:2].[N:20]1[CH:25]=[CH:24][CH:23]=[C:22]([NH2:26])[CH:21]=1.C1C=CC2N(O)N=NC=2C=1.C(Cl)CCl, predict the reaction product. The product is: [C:1]([C:3]1[CH:4]=[CH:5][C:6]([O:12][CH2:13][C:14]2[CH:19]=[CH:18][CH:17]=[CH:16][CH:15]=2)=[C:7]([CH:11]=1)[C:8]([NH:26][C:22]1[CH:21]=[N:20][CH:25]=[CH:24][CH:23]=1)=[O:10])#[N:2].